From a dataset of Forward reaction prediction with 1.9M reactions from USPTO patents (1976-2016). Predict the product of the given reaction. (1) Given the reactants Br[CH2:2][C:3]1[CH:17]=[CH:16][C:6]([CH2:7][NH:8][C:9](=[O:15])[O:10][C:11]([CH3:14])([CH3:13])[CH3:12])=[CH:5][C:4]=1[N+:18]([O-:20])=[O:19].C1(=O)[NH:25]C(=O)C2=CC=CC=C12.[K], predict the reaction product. The product is: [NH2:25][CH2:2][C:3]1[CH:17]=[CH:16][C:6]([CH2:7][NH:8][C:9](=[O:15])[O:10][C:11]([CH3:14])([CH3:13])[CH3:12])=[CH:5][C:4]=1[N+:18]([O-:20])=[O:19]. (2) The product is: [CH3:23][CH:22]([CH3:24])[CH2:21][CH:20]=[CH:19][C@@H:6]1[CH2:5][C@@H:4]([O:3][CH2:28][C:27]([CH3:29])=[CH2:26])[CH2:8][N:7]1[C:9]([O:11][CH2:12][C:13]1[CH:18]=[CH:17][CH:16]=[CH:15][CH:14]=1)=[O:10]. Given the reactants [OH-].[Na+].[OH:3][C@H:4]1[CH2:8][N:7]([C:9]([O:11][CH2:12][C:13]2[CH:18]=[CH:17][CH:16]=[CH:15][CH:14]=2)=[O:10])[C@H:6]([CH:19]=[CH:20][CH2:21][CH:22]([CH3:24])[CH3:23])[CH2:5]1.Cl[CH2:26][C:27]([CH3:29])=[CH2:28].O, predict the reaction product.